Regression. Given two drug SMILES strings and cell line genomic features, predict the synergy score measuring deviation from expected non-interaction effect. From a dataset of NCI-60 drug combinations with 297,098 pairs across 59 cell lines. Drug 1: C1CN1P(=S)(N2CC2)N3CC3. Drug 2: CCC1=C2CN3C(=CC4=C(C3=O)COC(=O)C4(CC)O)C2=NC5=C1C=C(C=C5)O. Cell line: SK-MEL-28. Synergy scores: CSS=15.7, Synergy_ZIP=-0.786, Synergy_Bliss=5.50, Synergy_Loewe=-8.18, Synergy_HSA=0.161.